This data is from Reaction yield outcomes from USPTO patents with 853,638 reactions. The task is: Predict the reaction yield, written as a fraction of the theoretical maximum amount of product (1.0 means a 100% yield; for example, 0.34 means a 34% yield). (1) The reactants are FC(F)(F)C1C=CC(CBr)=CC=1.Br[CH2:14][C:15]1[CH:16]=[CH:17][CH:18]=[C:19]2[C:24]=1[N:23]=[CH:22][CH:21]=[CH:20]2.[CH3:25][C:26]1[N:27]=[C:28]([N:36]2[CH2:40][CH2:39][NH:38][C:37]2=[O:41])[S:29][C:30]=1[C:31]([O:33][CH2:34][CH3:35])=[O:32]. No catalyst specified. The product is [CH3:25][C:26]1[N:27]=[C:28]([N:36]2[CH2:40][CH2:39][N:38]([CH2:14][C:15]3[CH:16]=[CH:17][CH:18]=[C:19]4[C:24]=3[N:23]=[CH:22][CH:21]=[CH:20]4)[C:37]2=[O:41])[S:29][C:30]=1[C:31]([O:33][CH2:34][CH3:35])=[O:32]. The yield is 0.820. (2) The yield is 0.660. The reactants are [Br:1][C:2]1[CH:3]=[C:4]([CH:15]=[CH:16][CH:17]=1)[C:5]([C:7]1[CH:12]=[CH:11][CH:10]=[CH:9][C:8]=1[C:13]#[N:14])=O.[CH3:18][C:19]([S:22]([NH2:24])=[O:23])([CH3:21])[CH3:20]. The product is [Br:1][C:2]1[CH:3]=[C:4]([C:5]([C:7]2[CH:12]=[CH:11][CH:10]=[CH:9][C:8]=2[C:13]#[N:14])=[N:24][S:22]([C:19]([CH3:21])([CH3:20])[CH3:18])=[O:23])[CH:15]=[CH:16][CH:17]=1. The catalyst is O1CCCC1.CO.C(=O)(O)[O-].[Na+].C(OCC)(=O)C.[O-]CC.[Ti+4].[O-]CC.[O-]CC.[O-]CC. (3) The reactants are [C:1]([C:3]1([OH:12])[CH:8]([CH3:9])[CH2:7][CH2:6][CH2:5][C:4]1([CH3:11])[CH3:10])#[CH:2].C1(C)C=CC=CC=1.C(NC(C)C)(C)C.FC(F)(F)S(O[C:33]1[CH2:37][CH2:36][CH2:35][C:34]=1[C:38]([O:40][CH2:41][CH3:42])=[O:39])(=O)=O. The catalyst is [Cu]I.Cl[Pd](Cl)([P](C1C=CC=CC=1)(C1C=CC=CC=1)C1C=CC=CC=1)[P](C1C=CC=CC=1)(C1C=CC=CC=1)C1C=CC=CC=1.O. The product is [OH:12][C:3]1([C:1]#[C:2][C:33]2[CH2:37][CH2:36][CH2:35][C:34]=2[C:38]([O:40][CH2:41][CH3:42])=[O:39])[CH:8]([CH3:9])[CH2:7][CH2:6][CH2:5][C:4]1([CH3:11])[CH3:10]. The yield is 0.790.